Dataset: Forward reaction prediction with 1.9M reactions from USPTO patents (1976-2016). Task: Predict the product of the given reaction. (1) The product is: [Br:14][CH2:12][C:10]1[C:9]([F:13])=[CH:8][C:3]([C:4]([O:6][CH3:7])=[O:5])=[C:2]([F:1])[CH:11]=1. Given the reactants [F:1][C:2]1[CH:11]=[C:10]([CH3:12])[C:9]([F:13])=[CH:8][C:3]=1[C:4]([O:6][CH3:7])=[O:5].[Br:14]N1C(=O)CCC1=O, predict the reaction product. (2) Given the reactants [C:1]([C:4]1[C:5](=[O:23])[N:6]([CH2:19][CH:20]2[CH2:22][CH2:21]2)[N:7]=[C:8]([C:10]2[CH:11]=[CH:12][C:13]3[O:17][CH2:16][CH2:15][C:14]=3[CH:18]=2)[CH:9]=1)([OH:3])=[O:2].O1C2C=CC(C3C=C(C(OC)=O)C(=O)NN=3)=CC=2CC1.[F:44][C:45]1C=CC(CCl)=[CH:47][CH:46]=1, predict the reaction product. The product is: [C:1]([C:4]1[C:5](=[O:23])[N:6]([CH2:19][C:20]2[CH:47]=[CH:46][C:45]([F:44])=[CH:21][CH:22]=2)[N:7]=[C:8]([C:10]2[CH:11]=[CH:12][C:13]3[O:17][CH2:16][CH2:15][C:14]=3[CH:18]=2)[CH:9]=1)([OH:3])=[O:2]. (3) Given the reactants [CH2:1]1[C:13]2[NH:12][C:11]3[C:6](=[CH:7][CH:8]=[CH:9][CH:10]=3)[C:5]=2[CH:4]([C:14]([NH2:16])=[O:15])[CH2:3][CH2:2]1.CCOCCOCCO, predict the reaction product. The product is: [CH:1]1[C:13]2[NH:12][C:11]3[C:6](=[CH:7][CH:8]=[CH:9][CH:10]=3)[C:5]=2[C:4]([C:14]([NH2:16])=[O:15])=[CH:3][CH:2]=1.